This data is from NCI-60 drug combinations with 297,098 pairs across 59 cell lines. The task is: Regression. Given two drug SMILES strings and cell line genomic features, predict the synergy score measuring deviation from expected non-interaction effect. (1) Drug 1: CS(=O)(=O)C1=CC(=C(C=C1)C(=O)NC2=CC(=C(C=C2)Cl)C3=CC=CC=N3)Cl. Drug 2: CC12CCC3C(C1CCC2=O)CC(=C)C4=CC(=O)C=CC34C. Cell line: EKVX. Synergy scores: CSS=29.0, Synergy_ZIP=-1.58, Synergy_Bliss=-4.77, Synergy_Loewe=-10.6, Synergy_HSA=-3.65. (2) Drug 1: C1CC(C1)(C(=O)O)C(=O)O.[NH2-].[NH2-].[Pt+2]. Drug 2: C(=O)(N)NO. Cell line: OVCAR-5. Synergy scores: CSS=1.35, Synergy_ZIP=0.501, Synergy_Bliss=0.183, Synergy_Loewe=-1.79, Synergy_HSA=-1.42. (3) Drug 1: C1=CC(=CC=C1CC(C(=O)O)N)N(CCCl)CCCl.Cl. Drug 2: CCC1=C2CN3C(=CC4=C(C3=O)COC(=O)C4(CC)O)C2=NC5=C1C=C(C=C5)O. Cell line: 786-0. Synergy scores: CSS=67.3, Synergy_ZIP=-4.13, Synergy_Bliss=-6.88, Synergy_Loewe=-12.2, Synergy_HSA=-6.16.